This data is from Merck oncology drug combination screen with 23,052 pairs across 39 cell lines. The task is: Regression. Given two drug SMILES strings and cell line genomic features, predict the synergy score measuring deviation from expected non-interaction effect. (1) Drug 1: NC(=O)c1cccc2cn(-c3ccc(C4CCCNC4)cc3)nc12. Drug 2: O=C(NOCC(O)CO)c1ccc(F)c(F)c1Nc1ccc(I)cc1F. Cell line: PA1. Synergy scores: synergy=6.62. (2) Drug 1: O=C(CCCCCCC(=O)Nc1ccccc1)NO. Cell line: HCT116. Drug 2: NC1CCCCC1N.O=C(O)C(=O)O.[Pt+2]. Synergy scores: synergy=-5.74.